Predict the reactants needed to synthesize the given product. From a dataset of Full USPTO retrosynthesis dataset with 1.9M reactions from patents (1976-2016). (1) The reactants are: [CH:1]1([N:4]([CH3:21])[CH:5]2[CH2:14][CH2:13][C:12]([CH3:16])([CH3:15])[C:11]3C(OC)=C(C#C)C=C[C:6]2=3)[CH2:3][CH2:2]1.[CH3:22][O:23][C:24](=[O:52])[CH:25]([C:27]1[CH:32]=[CH:31][C:30]([C:33]#[C:34][C:35]2[CH:36]=C(C3CC3)C3OC4(CC4)CC(C)(C)[C:39]=3[CH:48]=2)=[CH:29][CH:28]=1)[CH3:26].C(N(CC)CC)C.[C:60](OCC)(=[O:62])C. Given the product [CH3:22][O:23][C:24](=[O:52])[CH:25]([C:27]1[CH:28]=[CH:29][C:30]([C:33]#[C:34][C:35]2[CH:48]=[C:39]([O:62][CH3:60])[C:6]3[CH:5]([N:4]([CH:1]4[CH2:3][CH2:2]4)[CH3:21])[CH2:14][CH2:13][C:12]([CH3:15])([CH3:16])[C:11]=3[CH:36]=2)=[CH:31][CH:32]=1)[CH3:26], predict the reactants needed to synthesize it. (2) Given the product [C:21]([OH:31])(=[O:34])[CH3:22].[CH3:1][C:2]1([C:17]2[CH:18]=[C:19]([NH:23][S:30]([C:24]3[CH:29]=[CH:28][CH:27]=[CH:26][CH:25]=3)(=[O:32])=[O:31])[CH:20]=[CH:21][CH:22]=2)[CH:3]2[CH:7]1[CH2:6][N:5]([CH2:8][CH2:9][CH2:10][C:11]1[CH:16]=[CH:15][CH:14]=[CH:13][CH:12]=1)[CH2:4]2, predict the reactants needed to synthesize it. The reactants are: [CH3:1][C:2]1([C:17]2[CH:18]=[C:19]([NH2:23])[CH:20]=[CH:21][CH:22]=2)[CH:7]2[CH:3]1[CH2:4][N:5]([CH2:8][CH2:9][CH2:10][C:11]1[CH:16]=[CH:15][CH:14]=[CH:13][CH:12]=1)[CH2:6]2.[C:24]1([S:30](Cl)(=[O:32])=[O:31])[CH:29]=[CH:28][CH:27]=[CH:26][CH:25]=1.[OH2:34].ClCCl. (3) Given the product [F:23][C:20]1[CH:19]=[CH:18][C:17]([CH2:16][N:11]2[CH2:12][CH:13]3[NH:8][CH:9]([CH2:15][CH2:14]3)[C:10]2=[O:24])=[CH:22][CH:21]=1, predict the reactants needed to synthesize it. The reactants are: C(OC([N:8]1[CH:13]2[CH2:14][CH2:15][CH:9]1[C:10](=[O:24])[N:11]([CH2:16][C:17]1[CH:22]=[CH:21][C:20]([F:23])=[CH:19][CH:18]=1)[CH2:12]2)=O)(C)(C)C.FC(F)(F)C(O)=O.[OH-].[Na+]. (4) Given the product [CH2:23]([O:22][C:19]1[CH:20]=[CH:21][C:2]([NH:1][CH:33]2[CH2:34][CH2:35][S:30][CH2:31][CH2:32]2)=[C:3]([CH:18]=1)[C:4]([NH:6][CH2:7][C:8]1[CH:13]=[CH:12][C:11]([O:14][CH3:15])=[C:10]([O:16][CH3:17])[CH:9]=1)=[O:5])[C:24]1[CH:25]=[CH:26][CH:27]=[CH:28][CH:29]=1, predict the reactants needed to synthesize it. The reactants are: [NH2:1][C:2]1[CH:21]=[CH:20][C:19]([O:22][CH2:23][C:24]2[CH:29]=[CH:28][CH:27]=[CH:26][CH:25]=2)=[CH:18][C:3]=1[C:4]([NH:6][CH2:7][C:8]1[CH:13]=[CH:12][C:11]([O:14][CH3:15])=[C:10]([O:16][CH3:17])[CH:9]=1)=[O:5].[S:30]1[CH2:35][CH2:34][C:33](=O)[CH2:32][CH2:31]1.C(O[BH-](OC(=O)C)OC(=O)C)(=O)C.[Na+].Cl. (5) Given the product [O:1]1[CH:5]=[CH:4][CH:3]=[C:2]1[CH2:6][C:7]1[O:11][N:10]=[C:9]([C:12]([OH:14])=[O:13])[CH:8]=1, predict the reactants needed to synthesize it. The reactants are: [O:1]1[CH:5]=[CH:4][CH:3]=[C:2]1[CH2:6][C:7]1[O:11][N:10]=[C:9]([C:12]([O:14]CC)=[O:13])[CH:8]=1.C(O)C.[OH-].[Na+].